This data is from Experimentally validated miRNA-target interactions with 360,000+ pairs, plus equal number of negative samples. The task is: Binary Classification. Given a miRNA mature sequence and a target amino acid sequence, predict their likelihood of interaction. (1) The miRNA is hsa-miR-548h-5p with sequence AAAAGUAAUCGCGGUUUUUGUC. The protein sequence of the target gene is MTDTVFSNSSNRWMYPSDRPLQSNDKEQLQAGWSVHPGGQPDRQRKQEELTDEEKEIINRVIARAEKMEEMEQERIGRLVDRLENMRKNVAGDGVNRCILCGEQLGMLGSACVVCEDCKKNVCTKCGVETNNRLHSVWLCKICIEQREVWKRSGAWFFKGFPKQVLPQPMPIKKTKPQQPVSEPAAPEQPAPEPKHPARAPARGDSEDRRGPGQKTGPDPASAPGRGNYGPPVRRASEARMSSSSRDSESWDHSGGAGDSSRSPAGLRRANSVQASRPAPGSVQSPAPPQPGQPGTPGGS.... Result: 0 (no interaction). (2) The miRNA is rno-miR-451-5p with sequence AAACCGUUACCAUUACUGAGUU. The protein sequence of the target gene is MASLVPLKEKKLMEVKLGELPSWIMMRDFTPSGIAGAFRRGYDRYYNKYINVRKGSISGISMVLAAYVVFSYCISYKELKHERRRKYH. Result: 0 (no interaction).